This data is from Peptide-MHC class II binding affinity with 134,281 pairs from IEDB. The task is: Regression. Given a peptide amino acid sequence and an MHC pseudo amino acid sequence, predict their binding affinity value. This is MHC class II binding data. (1) The peptide sequence is INEPTAAAIAWGLDR. The MHC is HLA-DQA10102-DQB10602 with pseudo-sequence HLA-DQA10102-DQB10602. The binding affinity (normalized) is 0.841. (2) The binding affinity (normalized) is 0.807. The MHC is DRB1_0701 with pseudo-sequence DRB1_0701. The peptide sequence is HEAINIALIAVSLIA.